This data is from Full USPTO retrosynthesis dataset with 1.9M reactions from patents (1976-2016). The task is: Predict the reactants needed to synthesize the given product. (1) Given the product [C:10]1([C:7]2[NH:6][C:5]([C:3]([Cl:39])=[O:2])=[CH:9][CH:8]=2)[C:19]2[C:14](=[CH:15][CH:16]=[CH:17][CH:18]=2)[CH:13]=[CH:12][CH:11]=1, predict the reactants needed to synthesize it. The reactants are: C[O:2][C:3]([C:5]1[NH:6][C:7]([C:10]2[C:19]3[C:14](=[CH:15][CH:16]=[CH:17][CH:18]=3)[CH:13]=[CH:12][CH:11]=2)=[CH:8][CH:9]=1)=O.O.[OH-].[Li+].C(O)(=O)CC(CC(O)=O)(C(O)=O)O.C(Cl)(=O)C([Cl:39])=O. (2) Given the product [F:34][C:2]([F:1])([F:33])[O:3][C:4]1[CH:5]=[CH:6][C:7]([CH2:8][NH:9][C:10]([C@H:12]2[CH2:17][N:16]([C:36]3[S:37][C:38]4[CH:43]=[N:42][NH:41][C:40](=[O:44])[C:39]=4[N:45]=3)[CH2:15][CH2:14][N:13]2[S:18]([C:21]2[CH:26]=[CH:25][C:24]([C:27]([F:28])([F:29])[F:30])=[CH:23][CH:22]=2)(=[O:20])=[O:19])=[O:11])=[CH:31][CH:32]=1, predict the reactants needed to synthesize it. The reactants are: [F:1][C:2]([F:34])([F:33])[O:3][C:4]1[CH:32]=[CH:31][C:7]([CH2:8][NH:9][C:10]([C@H:12]2[CH2:17][NH:16][CH2:15][CH2:14][N:13]2[S:18]([C:21]2[CH:26]=[CH:25][C:24]([C:27]([F:30])([F:29])[F:28])=[CH:23][CH:22]=2)(=[O:20])=[O:19])=[O:11])=[CH:6][CH:5]=1.Cl[C:36]1[S:37][C:38]2[CH:43]=[N:42][NH:41][C:40](=[O:44])[C:39]=2[N:45]=1.C(N(CC)C(C)C)(C)C. (3) Given the product [Br:1][C:2]1[C:3]([Cl:16])=[CH:4][C:5]([O:14][CH3:15])=[C:6]([NH:8][C@@H:9]([CH3:13])[C:10]([N:20]2[CH2:21][CH2:22][N:17]([CH:23]3[CH2:24][N:25]([C:27]([O:29][C:30]([CH3:33])([CH3:32])[CH3:31])=[O:28])[CH2:26]3)[CH2:18][CH2:19]2)=[O:12])[CH:7]=1, predict the reactants needed to synthesize it. The reactants are: [Br:1][C:2]1[C:3]([Cl:16])=[CH:4][C:5]([O:14][CH3:15])=[C:6]([NH:8][C@@H:9]([CH3:13])[C:10]([OH:12])=O)[CH:7]=1.[N:17]1([CH:23]2[CH2:26][N:25]([C:27]([O:29][C:30]([CH3:33])([CH3:32])[CH3:31])=[O:28])[CH2:24]2)[CH2:22][CH2:21][NH:20][CH2:19][CH2:18]1.CCN=C=NCCCN(C)C.Cl.C1C=CC2N(O)N=NC=2C=1.CCN(CC)CC. (4) Given the product [N:1]1([C:7]2[N:12]=[CH:11][C:10]([C:13]3[CH:19]=[C:17]([NH2:18])[C:16]([NH2:20])=[CH:15][CH:14]=3)=[CH:9][CH:8]=2)[CH2:6][CH2:5][O:4][CH2:3][CH2:2]1, predict the reactants needed to synthesize it. The reactants are: [N:1]1([C:7]2[N:12]=[CH:11][C:10]([C:13]3[CH:14]=[CH:15][C:16]([N+:20]([O-])=O)=[C:17]([CH:19]=3)[NH2:18])=[CH:9][CH:8]=2)[CH2:6][CH2:5][O:4][CH2:3][CH2:2]1.